From a dataset of Peptide-MHC class II binding affinity with 134,281 pairs from IEDB. Regression. Given a peptide amino acid sequence and an MHC pseudo amino acid sequence, predict their binding affinity value. This is MHC class II binding data. (1) The peptide sequence is GEQNSEMLHGEQVED. The MHC is DRB1_0101 with pseudo-sequence DRB1_0101. The binding affinity (normalized) is 0.466. (2) The peptide sequence is QSAPSQSDQEQLFSNVQYFA. The binding affinity (normalized) is 0.231. The MHC is DRB1_0401 with pseudo-sequence DRB1_0401. (3) The peptide sequence is PDAEKIVAAVIEKKL. The MHC is DRB1_0101 with pseudo-sequence DRB1_0101. The binding affinity (normalized) is 0.537. (4) The peptide sequence is APEDKYEAFVLHFSE. The binding affinity (normalized) is 0.124. The MHC is DRB4_0101 with pseudo-sequence DRB4_0103. (5) The peptide sequence is RWFHERGYVKLEGRV. The MHC is DRB1_1301 with pseudo-sequence DRB1_1301. The binding affinity (normalized) is 0.557. (6) The peptide sequence is EHREVLWKFDSQLAHRH. The MHC is DRB1_0701 with pseudo-sequence DRB1_0701. The binding affinity (normalized) is 0.366.